From a dataset of Reaction yield outcomes from USPTO patents with 853,638 reactions. Predict the reaction yield, written as a fraction of the theoretical maximum amount of product (1.0 means a 100% yield; for example, 0.34 means a 34% yield). (1) The reactants are [Br:1][C:2]1[C:3]([S:9][CH3:10])=[N:4][C:5](Cl)=[N:6][CH:7]=1.[CH3:11][C:12]([NH2:15])([CH3:14])[CH3:13]. The catalyst is O1CCOCC1. The product is [Br:1][C:2]1[C:3]([S:9][CH3:10])=[N:4][C:5]([NH:15][C:12]([CH3:14])([CH3:13])[CH3:11])=[N:6][CH:7]=1. The yield is 0.980. (2) The reactants are [Br:1][C:2]1[CH:3]=[N:4][NH:5][CH:6]=1.[O:7]1[CH:12]=[CH:11][CH2:10][CH2:9][CH2:8]1.FC(F)(F)C(O)=O.C(OCC)(=O)C.CCCCCC. The catalyst is C(OCC)(=O)C. The product is [Br:1][C:2]1[CH:3]=[N:4][N:5]([CH:8]2[CH2:9][CH2:10][CH2:11][CH2:12][O:7]2)[CH:6]=1. The yield is 0.760.